From a dataset of Forward reaction prediction with 1.9M reactions from USPTO patents (1976-2016). Predict the product of the given reaction. (1) Given the reactants Cl[C:2]1[N:7]=[C:6]([C:8]2[N:12]3[CH:13]=[CH:14][CH:15]=[CH:16][C:11]3=[N:10][C:9]=2[C:17]2[CH:18]=[C:19]([CH:31]=[CH:32][CH:33]=2)[C:20]([NH:22][C:23]2[C:28]([F:29])=[CH:27][CH:26]=[CH:25][C:24]=2[F:30])=[O:21])[CH:5]=[CH:4][N:3]=1.[CH3:34][CH2:35][O:36][C:37]1[CH:43]=[C:42]([CH:44]2[CH2:49][CH2:48][N:47]([CH2:50][CH2:51][CH3:52])[CH2:46][CH2:45]2)[CH:41]=[CH:40][C:38]=1[NH2:39].C1(C)C=CC(S(O)(=O)=O)=CC=1.C[O-].[Na+], predict the reaction product. The product is: [F:30][C:24]1[CH:25]=[CH:26][CH:27]=[C:28]([F:29])[C:23]=1[NH:22][C:20](=[O:21])[C:19]1[CH:31]=[CH:32][CH:33]=[C:17]([C:9]2[N:10]=[C:11]3[CH:16]=[CH:15][CH:14]=[CH:13][N:12]3[C:8]=2[C:6]2[CH:5]=[CH:4][N:3]=[C:2]([NH:39][C:38]3[CH:40]=[CH:41][C:42]([CH:44]4[CH2:45][CH2:46][N:47]([CH2:50][CH2:51][CH3:52])[CH2:48][CH2:49]4)=[CH:43][C:37]=3[O:36][CH2:35][CH3:34])[N:7]=2)[CH:18]=1. (2) Given the reactants BrN1C(=O)CCC1=O.[Cl:9][C:10]1[CH:11]=[C:12]2[C:16](=[CH:17][CH:18]=1)[N:15]([CH2:19][C:20]([OH:22])=[O:21])[C:14]([CH3:23])=[C:13]2[C:24]1[C:33]2[C:28](=[CH:29][C:30]([Cl:34])=[CH:31][CH:32]=2)[N:27]=[CH:26][CH:25]=1.[CH3:35][S:36]([O-:38])=[O:37].[Na+], predict the reaction product. The product is: [Cl:9][C:10]1[CH:11]=[C:12]2[C:16](=[CH:17][CH:18]=1)[N:15]([CH2:19][C:20]([OH:22])=[O:21])[C:14]([CH2:23][S:36]([CH3:35])(=[O:38])=[O:37])=[C:13]2[C:24]1[C:33]2[C:28](=[CH:29][C:30]([Cl:34])=[CH:31][CH:32]=2)[N:27]=[CH:26][CH:25]=1.